Dataset: Full USPTO retrosynthesis dataset with 1.9M reactions from patents (1976-2016). Task: Predict the reactants needed to synthesize the given product. (1) Given the product [C:35]([NH:38][NH:39][C:29]([C:27]1[NH:28][C:24]([C:14]2[CH:15]=[C:16]([O:18][C@@H:19]([CH3:23])[CH2:20][O:21][CH3:22])[CH:17]=[C:12]([O:11][C:10]3[CH:32]=[CH:33][C:7]([C:5]([N:1]4[CH2:2][CH2:3][CH2:4]4)=[O:6])=[CH:8][C:9]=3[F:34])[CH:13]=2)=[CH:25][CH:26]=1)=[O:30])(=[O:37])[CH3:36], predict the reactants needed to synthesize it. The reactants are: [N:1]1([C:5]([C:7]2[CH:33]=[CH:32][C:10]([O:11][C:12]3[CH:13]=[C:14]([C:24]4[NH:28][C:27]([C:29](O)=[O:30])=[CH:26][CH:25]=4)[CH:15]=[C:16]([O:18][C@@H:19]([CH3:23])[CH2:20][O:21][CH3:22])[CH:17]=3)=[C:9]([F:34])[CH:8]=2)=[O:6])[CH2:4][CH2:3][CH2:2]1.[C:35]([NH:38][NH2:39])(=[O:37])[CH3:36].CN(C(ON1N=NC2C=CC=NC1=2)=[N+](C)C)C.F[P-](F)(F)(F)(F)F.C(N(CC)C(C)C)(C)C. (2) Given the product [N:15]1([NH:21][C:12]([C:10]2[CH:9]=[CH:8][CH:7]=[C:6]([O:5][CH2:4][CH:1]3[CH2:2][CH2:3]3)[N:11]=2)=[O:14])[CH2:20][CH2:19][CH2:18][CH2:17][CH2:16]1, predict the reactants needed to synthesize it. The reactants are: [CH:1]1([CH2:4][O:5][C:6]2[N:11]=[C:10]([C:12]([OH:14])=O)[CH:9]=[CH:8][CH:7]=2)[CH2:3][CH2:2]1.[N:15]1([NH2:21])[CH2:20][CH2:19][CH2:18][CH2:17][CH2:16]1. (3) Given the product [Br:5][C:6]1[CH:14]=[CH:13][C:12]([CH3:15])=[CH:11][C:7]=1[C:8]([O:10][CH3:1])=[O:9], predict the reactants needed to synthesize it. The reactants are: [C:1](Cl)(=O)C.[Br:5][C:6]1[CH:14]=[CH:13][C:12]([CH3:15])=[CH:11][C:7]=1[C:8]([OH:10])=[O:9].